This data is from Forward reaction prediction with 1.9M reactions from USPTO patents (1976-2016). The task is: Predict the product of the given reaction. (1) Given the reactants [N+:1]([C:4]1[CH:10]=[C:9]([N+:11]([O-:13])=[O:12])[CH:8]=[CH:7][C:5]=1[NH2:6])([O-:3])=[O:2].[Br:14]Br, predict the reaction product. The product is: [N+:1]([C:4]1[CH:10]=[C:9]([N+:11]([O-:13])=[O:12])[CH:8]=[C:7]([Br:14])[C:5]=1[NH2:6])([O-:3])=[O:2]. (2) Given the reactants [N:1]1[CH:2]=[CH:3][N:4]2[C:10]=1[C:9]1[CH:11]=[CH:12][CH:13]=[CH:14][C:8]=1[O:7][CH2:6][CH2:5]2.ClC1C=CC2OCCC3N(C=C(C([O:32][CH3:33])=O)N=3)C=2N=1.CCCC[N+:38](CCCC)(CCCC)CCCC.[F-], predict the reaction product. The product is: [N:1]1[C:2]([C:33]([NH2:38])=[O:32])=[CH:3][N:4]2[C:10]=1[C:9]1[CH:11]=[CH:12][CH:13]=[CH:14][C:8]=1[O:7][CH2:6][CH2:5]2. (3) Given the reactants [CH3:1][O:2][C:3](=[O:16])[C:4]1[CH:9]=[CH:8][CH:7]=[C:6]([NH:10][CH2:11][C:12](=[O:15])[CH:13]=[CH2:14])[CH:5]=1.[NH:17]1[CH2:22][CH2:21][CH:20]([O:23][C:24](=[O:38])[NH:25][C:26]2[CH:31]=[CH:30][CH:29]=[CH:28][C:27]=2[C:32]2[CH:37]=[CH:36][CH:35]=[CH:34][CH:33]=2)[CH2:19][CH2:18]1, predict the reaction product. The product is: [CH3:1][O:2][C:3](=[O:16])[C:4]1[CH:9]=[CH:8][CH:7]=[C:6]([NH:10][CH2:11][C:12](=[O:15])[CH2:13][CH2:14][N:17]2[CH2:18][CH2:19][CH:20]([O:23][C:24](=[O:38])[NH:25][C:26]3[CH:31]=[CH:30][CH:29]=[CH:28][C:27]=3[C:32]3[CH:37]=[CH:36][CH:35]=[CH:34][CH:33]=3)[CH2:21][CH2:22]2)[CH:5]=1.